From a dataset of Forward reaction prediction with 1.9M reactions from USPTO patents (1976-2016). Predict the product of the given reaction. (1) Given the reactants [H-].[Na+].[CH2:3]([C:5]1[NH:6][C:7](=[O:17])[CH:8]=[C:9]([C:11]2[CH:16]=[CH:15][CH:14]=[CH:13][CH:12]=2)[N:10]=1)[CH3:4].[Li+].[Br-].[CH2:20]([O:22][CH:23]([CH2:29][C:30]1[CH:35]=[CH:34][C:33]([O:36][CH2:37][CH2:38]Br)=[CH:32][CH:31]=1)[C:24]([O:26][CH2:27][CH3:28])=[O:25])[CH3:21], predict the reaction product. The product is: [CH2:20]([O:22][CH:23]([CH2:29][C:30]1[CH:31]=[CH:32][C:33]([O:36][CH2:37][CH2:38][N:6]2[C:7](=[O:17])[CH:8]=[C:9]([C:11]3[CH:16]=[CH:15][CH:14]=[CH:13][CH:12]=3)[N:10]=[C:5]2[CH2:3][CH3:4])=[CH:34][CH:35]=1)[C:24]([O:26][CH2:27][CH3:28])=[O:25])[CH3:21]. (2) Given the reactants [NH2:1][C:2]([C:4]1[S:8][C:7]([N:9]2[CH2:14][CH2:13][CH:12]([NH:15]C(=O)OC(C)(C)C)[CH2:11][CH2:10]2)=[N:6][CH:5]=1)=[O:3].Cl.[Cl:24]C1C(Cl)=C(C)NC=1C(NC1CCNCC1)=O, predict the reaction product. The product is: [ClH:24].[NH2:15][CH:12]1[CH2:13][CH2:14][N:9]([C:7]2[S:8][C:4]([C:2]([NH2:1])=[O:3])=[CH:5][N:6]=2)[CH2:10][CH2:11]1. (3) Given the reactants C1COC2C=CC(NC3C(F)=CN=C(NC4C=CC=C(O)C=4)N=3)=CC=2O1.[N:27]1[CH:32]=[CH:31][CH:30]=[C:29]([CH2:33][NH2:34])[CH:28]=1.[Cl:35][C:36]1[N:41]=[C:40](Cl)[C:39]([F:43])=[CH:38][N:37]=1, predict the reaction product. The product is: [Cl:35][C:36]1[N:41]=[C:40]([NH:34][CH2:33][C:29]2[CH:28]=[N:27][CH:32]=[CH:31][CH:30]=2)[C:39]([F:43])=[CH:38][N:37]=1. (4) Given the reactants Cl.C(OC([NH:9][CH2:10][C:11]1[CH:16]=[CH:15][C:14]([CH:17]([CH3:23])[CH2:18][C:19]([CH3:22])([CH3:21])[CH3:20])=[CH:13][CH:12]=1)=O)(C)(C)C, predict the reaction product. The product is: [CH3:23][CH:17]([C:14]1[CH:13]=[CH:12][C:11]([CH2:10][NH2:9])=[CH:16][CH:15]=1)[CH2:18][C:19]([CH3:22])([CH3:20])[CH3:21]. (5) Given the reactants [CH3:1][O:2][C:3](=[O:26])[NH:4][C:5]1[CH:21]=[C:20]2[C:8]([C:9]3[N:24]=[C:12]([C@@H:13]([NH2:23])[CH2:14][CH2:15][CH2:16][CH2:17][C:18](=[O:22])[NH:19]2)[NH:11][C:10]=3[F:25])=[CH:7][CH:6]=1.[C:27](=[O:30])([O-])[O-:28].[Na+].[Na+], predict the reaction product. The product is: [CH3:1][O:2][C:3](=[O:26])[NH:4][C:5]1[CH:21]=[C:20]2[C:8]([C:9]3[N:24]=[C:12]([C@@H:13]([NH:23][C:27]([O:28][C:8]([CH3:20])([CH3:9])[CH3:7])=[O:30])[CH2:14][CH2:15][CH2:16][CH2:17][C:18](=[O:22])[NH:19]2)[NH:11][C:10]=3[F:25])=[CH:7][CH:6]=1.[CH3:1][O:2][C:3](=[O:26])[NH:4][C:5]1[CH:21]=[C:20]2[C:8]([C:9]3[N:24]=[C:12]([C@@H:13]([NH2:23])[CH2:14][CH2:15][CH2:16][CH2:17][C:18](=[O:22])[NH:19]2)[NH:11][C:10]=3[F:25])=[CH:7][CH:6]=1. (6) Given the reactants Cl[C:2]1[N:3]=[CH:4][C:5]2[N:11]([CH3:12])[C:10](=[O:13])[C:9]([F:15])([F:14])[CH2:8][N:7]([CH:16]3[CH2:20][CH2:19][CH2:18][CH2:17]3)[C:6]=2[N:21]=1.[NH2:22][C:23]1[CH:31]=[CH:30][C:26]([C:27]([OH:29])=[O:28])=[CH:25][C:24]=1[O:32][CH3:33], predict the reaction product. The product is: [CH:16]1([N:7]2[CH2:8][C:9]([F:15])([F:14])[C:10](=[O:13])[N:11]([CH3:12])[C:5]3[CH:4]=[N:3][C:2]([NH:22][C:23]4[CH:31]=[CH:30][C:26]([C:27]([OH:29])=[O:28])=[CH:25][C:24]=4[O:32][CH3:33])=[N:21][C:6]2=3)[CH2:20][CH2:19][CH2:18][CH2:17]1.